From a dataset of NCI-60 drug combinations with 297,098 pairs across 59 cell lines. Regression. Given two drug SMILES strings and cell line genomic features, predict the synergy score measuring deviation from expected non-interaction effect. Drug 1: C1=NC2=C(N=C(N=C2N1C3C(C(C(O3)CO)O)O)F)N. Drug 2: CC12CCC3C(C1CCC2O)C(CC4=C3C=CC(=C4)O)CCCCCCCCCS(=O)CCCC(C(F)(F)F)(F)F. Cell line: RPMI-8226. Synergy scores: CSS=6.18, Synergy_ZIP=-1.44, Synergy_Bliss=-0.0511, Synergy_Loewe=1.64, Synergy_HSA=0.286.